Task: Predict the reactants needed to synthesize the given product.. Dataset: Full USPTO retrosynthesis dataset with 1.9M reactions from patents (1976-2016) Given the product [NH2:24][C:19]1[CH:20]=[CH:21][CH:22]=[C:23]2[C:18]=1[CH:17]=[N:16][N:15]2[C:8]([C:5]1[CH:4]=[CH:3][C:2]([Br:1])=[CH:7][CH:6]=1)([CH2:13][CH3:14])[C:9]([O:11][CH3:12])=[O:10], predict the reactants needed to synthesize it. The reactants are: [Br:1][C:2]1[CH:7]=[CH:6][C:5]([C:8]([N:15]2[C:23]3[C:18](=[C:19]([N+:24]([O-])=O)[CH:20]=[CH:21][CH:22]=3)[CH:17]=[N:16]2)([CH2:13][CH3:14])[C:9]([O:11][CH3:12])=[O:10])=[CH:4][CH:3]=1.